This data is from Full USPTO retrosynthesis dataset with 1.9M reactions from patents (1976-2016). The task is: Predict the reactants needed to synthesize the given product. (1) Given the product [CH3:30][C:2]1[CH:7]=[C:6]([C:8]2[N:12]=[C:11]([N:13]3[CH2:14][CH2:15][N:16]([CH2:43][CH2:44][C:45]4[CH:50]=[CH:49][CH:48]=[CH:47][CH:46]=4)[CH2:17][CH2:18]3)[S:10][N:9]=2)[CH:5]=[CH:4][N:3]=1, predict the reactants needed to synthesize it. The reactants are: Cl[C:2]1[CH:7]=[C:6]([C:8]2[N:12]=[C:11]([N:13]3[CH2:18][CH2:17][N:16](CCC4C=CN=C(OC)C=4)[CH2:15][CH2:14]3)[S:10][N:9]=2)[CH:5]=[CH:4][N:3]=1.Cl[C:30]1SN=C(C2C=CN=C(Cl)C=2)N=1.Br[CH2:43][CH2:44][C:45]1[CH:50]=[CH:49][CH:48]=[CH:47][CH:46]=1. (2) Given the product [Br:8][C:4]1[CH:5]=[CH:6][CH:7]=[C:2]([N:9]2[CH2:14][CH2:13][CH2:12][CH2:11][CH2:10]2)[N:3]=1, predict the reactants needed to synthesize it. The reactants are: Br[C:2]1[CH:7]=[CH:6][CH:5]=[C:4]([Br:8])[N:3]=1.[NH:9]1[CH2:14][CH2:13][CH2:12][CH2:11][CH2:10]1.P([O-])([O-])([O-])=O.[K+].[K+].[K+].BrC1C(Br)=NC=CC=1. (3) Given the product [CH3:1][S:2]([C:5]1[CH:6]=[C:7]2[C:12](=[CH:13][CH:14]=1)[N:11]=[C:10]([C:15]1[CH:20]=[CH:19][CH:18]=[C:17]([C:21]([F:23])([F:24])[F:22])[CH:16]=1)[C:9]([CH2:25][N:26]1[CH2:31][CH2:30][CH:29]([N:32]3[CH2:37][CH2:36][O:35][CH2:34][CH2:33]3)[CH2:28][CH2:27]1)=[C:8]2[C:38]([NH:49][C@H:47]([C:41]1[CH:46]=[CH:45][CH:44]=[CH:43][CH:42]=1)[CH3:48])=[O:40])(=[O:3])=[O:4], predict the reactants needed to synthesize it. The reactants are: [CH3:1][S:2]([C:5]1[CH:6]=[C:7]2[C:12](=[CH:13][CH:14]=1)[N:11]=[C:10]([C:15]1[CH:20]=[CH:19][CH:18]=[C:17]([C:21]([F:24])([F:23])[F:22])[CH:16]=1)[C:9]([CH2:25][N:26]1[CH2:31][CH2:30][CH:29]([N:32]3[CH2:37][CH2:36][O:35][CH2:34][CH2:33]3)[CH2:28][CH2:27]1)=[C:8]2[C:38]([OH:40])=O)(=[O:4])=[O:3].[C:41]1([C@@H:47]([NH2:49])[CH3:48])[CH:46]=[CH:45][CH:44]=[CH:43][CH:42]=1.C(Cl)CCl.C1C=CC2N(O)N=NC=2C=1.C(N(CC)C(C)C)(C)C. (4) Given the product [CH3:17][C:18]([S@:21]([NH:23][CH:14]([C:4]1[N:5]=[N:6][C:7]([O:8][CH2:9][C:10]([F:13])([F:12])[F:11])=[C:2]([CH3:1])[CH:3]=1)[CH3:15])=[O:22])([CH3:20])[CH3:19], predict the reactants needed to synthesize it. The reactants are: [CH3:1][C:2]1[CH:3]=[C:4]([C:14](=O)[CH3:15])[N:5]=[N:6][C:7]=1[O:8][CH2:9][C:10]([F:13])([F:12])[F:11].[CH3:17][C:18]([S@:21]([NH2:23])=[O:22])([CH3:20])[CH3:19]. (5) Given the product [Cl:54][C:48]1[CH:49]=[C:50]([F:53])[CH:51]=[CH:52][C:47]=1[CH2:46][N:1]1[C:9]2[C:4](=[CH:5][CH:6]=[CH:7][CH:8]=2)[C:3]2([C:13]3=[CH:14][C:15]4[O:19][CH2:18][O:17][C:16]=4[CH:20]=[C:12]3[O:11][CH2:10]2)[C:2]1=[O:21], predict the reactants needed to synthesize it. The reactants are: [NH:1]1[C:9]2[C:4](=[CH:5][CH:6]=[CH:7][CH:8]=2)[C:3]2([C:13]3=[CH:14][C:15]4[O:19][CH2:18][O:17][C:16]=4[CH:20]=[C:12]3[O:11][CH2:10]2)[C:2]1=[O:21].CC1(C)COC2=CC3OCC4(C=3C=C12)C1C(=CC=CC=1)NC4=O.Br[CH2:46][C:47]1[CH:52]=[CH:51][C:50]([F:53])=[CH:49][C:48]=1[Cl:54].BrCC1OC(C(F)(F)F)=CC=1. (6) Given the product [Br:1][C:2]1[CH:3]=[C:4]2[N:11]([CH2:23][CH2:24][OH:25])[C:10](=[O:12])[N:9]([C:13]([O:15][C:16]([CH3:19])([CH3:18])[CH3:17])=[O:14])[C:5]2=[N:6][C:7]=1[CH3:8], predict the reactants needed to synthesize it. The reactants are: [Br:1][C:2]1[CH:3]=[C:4]2[NH:11][C:10](=[O:12])[N:9]([C:13]([O:15][C:16]([CH3:19])([CH3:18])[CH3:17])=[O:14])[C:5]2=[N:6][C:7]=1[CH3:8].[H-].[Na+].Br[CH2:23][CH2:24][OH:25]. (7) Given the product [CH3:1][O:2][C:3]1[CH:4]=[C:5]([CH2:11][CH2:12][NH:13][C:14](=[O:28])[C:15]([C:18]2[CH:27]=[CH:26][C:25]3[CH2:24][CH2:23][CH2:22][CH2:21][C:20]=3[CH:19]=2)=[CH:16][O:17][CH2:35][F:36])[CH:6]=[CH:7][C:8]=1[O:9][CH3:10], predict the reactants needed to synthesize it. The reactants are: [CH3:1][O:2][C:3]1[CH:4]=[C:5]([CH2:11][CH2:12][NH:13][C:14](=[O:28])[C:15]([C:18]2[CH:27]=[CH:26][C:25]3[CH2:24][CH2:23][CH2:22][CH2:21][C:20]=3[CH:19]=2)=[CH:16][OH:17])[CH:6]=[CH:7][C:8]=1[O:9][CH3:10].CN(C)C=O.Br[CH2:35][F:36].[H-].[Na+]. (8) Given the product [CH3:6][O:7][C:8]1[CH:9]=[CH:10][C:11]([C:14]([F:19])([F:20])[C:15]([F:16])([F:17])[F:18])=[CH:12][C:13]=1[C:21](=[O:23])[CH3:22], predict the reactants needed to synthesize it. The reactants are: [Li]CCCC.[CH3:6][O:7][C:8]1[CH:13]=[CH:12][C:11]([C:14]([F:20])([F:19])[C:15]([F:18])([F:17])[F:16])=[CH:10][CH:9]=1.[C:21](Cl)(=[O:23])[CH3:22].